This data is from M1 muscarinic receptor antagonist screen with 61,756 compounds. The task is: Binary Classification. Given a drug SMILES string, predict its activity (active/inactive) in a high-throughput screening assay against a specified biological target. The compound is S=C(NCC1OCCC1)n1nnc2c1cccc2. The result is 0 (inactive).